This data is from Experimentally validated miRNA-target interactions with 360,000+ pairs, plus equal number of negative samples. The task is: Binary Classification. Given a miRNA mature sequence and a target amino acid sequence, predict their likelihood of interaction. (1) The miRNA is rno-miR-92b-3p with sequence UAUUGCACUCGUCCCGGCCUCC. The protein sequence of the target gene is MPRPRLLAALCGALLCAPSLLVALDICSKNPCHNGGLCEEISQEVRGDVFPSYTCTCLKGYAGNHCETKCVEPLGLENGNIANSQIAASSVRVTFLGLQHWVPELARLNRAGMVNAWTPSSNDDNPWIQVNLLRRMWVTGVVTQGASRLASHEYLKAFKVAYSLNGHEFDFIHDVNKKHKEFVGNWNKNAVHVNLFETPVEAQYVRLYPTSCHTACTLRFELLGCELNGCANPLGLKNNSIPDKQITASSSYKTWGLHLFSWNPSYARLDKQGNFNAWVAGSYGNDQWLQVDLGSSKEVT.... Result: 0 (no interaction). (2) Result: 0 (no interaction). The protein sequence of the target gene is MTETTKTHVILLACGSFNPITKGHIQMFERARDYLHKTGRFIVIGGIVSPVHDSYGKQGLVSSRHRLIMCQLAVQNSDWIRVDPWECYQDTWQTTCSVLEHHRDLMKRVTGCILSNVNTPSMTPVIGQPQHENTQPIYQNSNVPTKPTAAKILGKVGESLSRICCVRPPVERFTFVDENANLGTVMRYEEIELRILLLCGSDLLESFCIPGLWNEADMEVIVGDFGIVVVPRDAADTDRIMNHSSILRKYKNNIMVVKDDINHPMSVVSSTKSRLALQHGDGHVVDYLSQPVIDYILKSQ.... The miRNA is bta-miR-10a with sequence UACCCUGUAGAUCCGAAUUUGUG. (3) The miRNA is mmu-miR-743a-3p with sequence GAAAGACACCAAGCUGAGUAGA. The protein sequence of the target gene is MAPPTCRLLSAALVLLLLLATNHQATGAVVASELRCQCLNTLPRVDFETIQSLTVTPPGPHCTQTEVIATLKDGQEVCLNPQGPRLQIIIKKILKSGKSS. Result: 1 (interaction). (4) The miRNA is hsa-miR-3689c with sequence CUGGGAGGUGUGAUAUUGUGGU. The protein sequence of the target gene is MELLEEDLTCPICCSLFDDPRVLPCSHNFCKKCLEGILEGSVRNSLWRPAPFKCPTCRKETSATGINSLQVNYSLKGIVEKYNKIKISPKMPVCKGHLGQPLNIFCLTDMQLICGICATRGEHTKHVFCSIEDAYAQERDAFESLFQSFETWRRGDALSRLDTLETSKRKSLQLLTKDSDKVKEFFEKLQHTLDQKKNEILSDFETMKLAVMQAYDPEINKLNTILQEQRMAFNIAEAFKDVSEPIVFLQQMQEFREKIKVIKETPLPPSNLPASPLMKNFDTSQWEDIKLVDVDKLSLP.... Result: 1 (interaction). (5) The miRNA is hsa-miR-624-3p with sequence CACAAGGUAUUGGUAUUACCU. The protein sequence of the target gene is MGVLMSKRQTVEQVQKVSLAVSAFKDGLRDRPSIRRTGELPGSRRGTVEGSVQEVQEEKEAEAGTSVVQEESSAGRAAWERLRDGRGVEPEEFDRTSRFTPPAFIRPTRKLDDDKPPEICLEPREPVVNDEMCDVCEVWTAESLFPCRVCTRVFHDGCLRRMGYIQGDSAAEVTEMAHTETGWSCHYCDNINLLLTEEEMYSLTETFQRCKVIPDCSLTLEDFLRYRHQAAKRGDRDRALSEEQEEQAARQFAALDPEHRGHIEWPDFLSHESLLLLQQLRPQNSLLRLLTVKERERARA.... Result: 0 (no interaction). (6) The miRNA is hsa-miR-181a-5p with sequence AACAUUCAACGCUGUCGGUGAGU. The protein sequence of the target gene is MGAGALAICQSKAAVRLKEDMKKIVAVPLNEQKDFTYQKLFGVSLQELERQGLTENGIPAVVWNIVEYLTQHGLTQEGLFRVNGNVKVVEQLRLKFESGVPVELGKDGDVCSAASLLKLFLRELPDSLITSALQPRFIQLFQDGRNDVQESSLRDLIKELPDTHYCLLKYLCQFLTKVAKHHVQNRMNVHNLATVFGPNCFHVPPGLEGMKEQDLCNKIMAKILENYNTLFEVEYTENDHLRCENLARLIIVKEVYYKNSLPILLTRGLERDMPKPPPKTKIPKSRSEGSIQAHRVLQPE.... Result: 1 (interaction).